From a dataset of Full USPTO retrosynthesis dataset with 1.9M reactions from patents (1976-2016). Predict the reactants needed to synthesize the given product. (1) Given the product [NH2:16][CH2:15][CH2:14][N:13]([CH2:12][C:11]1[CH:31]=[CH:32][C:8]([O:7][CH2:6][C:5]2[CH:4]=[CH:3][C:2]([F:1])=[CH:36][CH:35]=2)=[C:9]([O:33][CH3:34])[CH:10]=1)[C:24]([C:26]1[S:27][CH:28]=[CH:29][CH:30]=1)=[O:25], predict the reactants needed to synthesize it. The reactants are: [F:1][C:2]1[CH:36]=[CH:35][C:5]([CH2:6][O:7][C:8]2[CH:32]=[CH:31][C:11]([CH2:12][N:13]([C:24]([C:26]3[S:27][CH:28]=[CH:29][CH:30]=3)=[O:25])[CH2:14][CH2:15][NH:16]C(=O)OC(C)(C)C)=[CH:10][C:9]=2[O:33][CH3:34])=[CH:4][CH:3]=1.Cl. (2) Given the product [C@H:3]12[O:31][C@H:4]1[CH2:5][CH2:6][C@H:1]([NH:15][C:16](=[O:22])[O:17][C:18]([CH3:21])([CH3:20])[CH3:19])[C@H:2]2[NH:7][C:8](=[O:14])[O:9][C:10]([CH3:13])([CH3:12])[CH3:11], predict the reactants needed to synthesize it. The reactants are: [C@H:1]1([NH:15][C:16](=[O:22])[O:17][C:18]([CH3:21])([CH3:20])[CH3:19])[CH2:6][CH2:5][CH:4]=[CH:3][C@@H:2]1[NH:7][C:8](=[O:14])[O:9][C:10]([CH3:13])([CH3:12])[CH3:11].C1C=C(Cl)C=C(C(OO)=[O:31])C=1.[O-]S([O-])(=S)=O.[Na+].[Na+].O. (3) The reactants are: [C:1]([O:5][C:6]([N:8]1[CH2:13][CH2:12][CH:11]([NH:14][C:15](=[O:20])[CH2:16][C:17]([OH:19])=O)[CH2:10][CH2:9]1)=[O:7])([CH3:4])([CH3:3])[CH3:2].C1C=CC2N(O)N=NC=2C=1.[F:31][C:32]1[CH:33]=[C:34]([NH2:54])[CH:35]=[CH:36][C:37]=1[O:38][C:39]1[CH:44]=[CH:43][N:42]=[C:41]2[CH:45]=[C:46]([C:48]3[N:49]([CH3:53])[CH:50]=[CH:51][N:52]=3)[S:47][C:40]=12.C(Cl)CCl. Given the product [F:31][C:32]1[CH:33]=[C:34]([NH:54][C:17](=[O:19])[CH2:16][C:15]([NH:14][CH:11]2[CH2:10][CH2:9][N:8]([C:6]([O:5][C:1]([CH3:2])([CH3:3])[CH3:4])=[O:7])[CH2:13][CH2:12]2)=[O:20])[CH:35]=[CH:36][C:37]=1[O:38][C:39]1[CH:44]=[CH:43][N:42]=[C:41]2[CH:45]=[C:46]([C:48]3[N:49]([CH3:53])[CH:50]=[CH:51][N:52]=3)[S:47][C:40]=12, predict the reactants needed to synthesize it.